The task is: Regression. Given two drug SMILES strings and cell line genomic features, predict the synergy score measuring deviation from expected non-interaction effect.. This data is from NCI-60 drug combinations with 297,098 pairs across 59 cell lines. Drug 1: CC1C(C(CC(O1)OC2CC(CC3=C2C(=C4C(=C3O)C(=O)C5=C(C4=O)C(=CC=C5)OC)O)(C(=O)CO)O)N)O.Cl. Drug 2: CN(CC1=CN=C2C(=N1)C(=NC(=N2)N)N)C3=CC=C(C=C3)C(=O)NC(CCC(=O)O)C(=O)O. Cell line: UACC62. Synergy scores: CSS=32.7, Synergy_ZIP=-5.66, Synergy_Bliss=1.20, Synergy_Loewe=-10.1, Synergy_HSA=1.50.